This data is from Forward reaction prediction with 1.9M reactions from USPTO patents (1976-2016). The task is: Predict the product of the given reaction. Given the reactants CN(C)[CH:3]=[CH:4][C:5]([C:7]1[C:8]([CH3:15])=[C:9]([C:13]#[N:14])[NH:10][C:11]=1[CH3:12])=O.[N+]([O-])(O)=O.[N+:21]([C:24]1[CH:25]=[C:26]([NH:30][C:31]([NH2:33])=[NH:32])[CH:27]=[CH:28][CH:29]=1)([O-:23])=[O:22].C([O-])([O-])=O.[K+].[K+], predict the reaction product. The product is: [CH3:15][C:8]1[C:7]([C:5]2[CH:4]=[CH:3][N:33]=[C:31]([NH:30][C:26]3[CH:27]=[CH:28][CH:29]=[C:24]([N+:21]([O-:23])=[O:22])[CH:25]=3)[N:32]=2)=[C:11]([CH3:12])[NH:10][C:9]=1[C:13]#[N:14].